Dataset: Forward reaction prediction with 1.9M reactions from USPTO patents (1976-2016). Task: Predict the product of the given reaction. (1) Given the reactants CO[C:3](=[O:18])[C:4]([C:9]1[S:10][C:11]([C:14]([F:17])([F:16])[F:15])=[N:12][N:13]=1)=[CH:5][N:6](C)C.[NH:19]([C:21]1[N:26]=[CH:25][N:24]=[C:23]([N:27]2[CH2:32][CH2:31][O:30][CH2:29][CH2:28]2)[CH:22]=1)N.C12(CS(O)(=O)=O)C(C)(C)C(CC1)CC2=O, predict the reaction product. The product is: [N:27]1([C:23]2[N:24]=[CH:25][N:26]=[C:21]([N:19]3[C:3](=[O:18])[C:4]([C:9]4[S:10][C:11]([C:14]([F:15])([F:16])[F:17])=[N:12][N:13]=4)=[CH:5][NH:6]3)[CH:22]=2)[CH2:28][CH2:29][O:30][CH2:31][CH2:32]1. (2) Given the reactants [ClH:1].[N+:2]([C:5]1[CH:17]=[CH:16][C:8]([CH2:9]N[C@H](C(O)=O)C)=[CH:7][CH:6]=1)([O-:4])=[O:3].[CH2:18]([N:20](CC)CC)[CH3:19].[CH2:25]([NH2:28])[CH2:26][NH2:27], predict the reaction product. The product is: [ClH:1].[ClH:1].[ClH:1].[NH2:27][CH2:26][CH2:25][NH:28][CH2:19][C@@H:18]([NH2:20])[CH2:9][C:8]1[CH:7]=[CH:6][C:5]([N+:2]([O-:4])=[O:3])=[CH:17][CH:16]=1. (3) Given the reactants C(OC(N1CC[N:11]([CH2:14][C:15]2[C:16](=[O:38])[N:17]([CH2:29][C:30]3[C:35]([Cl:36])=[CH:34][CH:33]=[CH:32][C:31]=3[Cl:37])[N:18]=[C:19]([C:21]3[CH:26]=[CH:25][C:24]([F:27])=[C:23]([CH3:28])[CH:22]=3)[CH:20]=2)CC1)=O)(C)(C)C.ClC1C=CC=C(Cl)C=1CN1C(=O)C(COS(C)(=O)=O)=CC(C2C=CC(F)=C(C)C=2)=N1.ClC1C=CC=C(Cl)C=1CN1C(=O)C(CN2CCNCC2)=CC(C2C=CC(F)=C(C)C=2)=N1, predict the reaction product. The product is: [NH2:11][CH2:14][C:15]1[C:16](=[O:38])[N:17]([CH2:29][C:30]2[C:35]([Cl:36])=[CH:34][CH:33]=[CH:32][C:31]=2[Cl:37])[N:18]=[C:19]([C:21]2[CH:26]=[CH:25][C:24]([F:27])=[C:23]([CH3:28])[CH:22]=2)[CH:20]=1. (4) Given the reactants [F:1][C:2]1([F:17])[O:6][C:5]2[CH:7]=[CH:8][C:9]([C:11]3([C:14]([OH:16])=O)[CH2:13][CH2:12]3)=[CH:10][C:4]=2[O:3]1.C(N(CC)C(C)C)(C)C.CN(C(ON1N=NC2C=CC=NC1=2)=[N+](C)C)C.F[P-](F)(F)(F)(F)F.[CH3:51][O:52][C:53]1[CH:54]=[C:55]([CH:70]=[CH:71][C:72]=1[O:73][CH3:74])[CH2:56][CH:57]1[CH:66]([NH2:67])[C:65]2[C:60](=[CH:61][C:62]([O:68][CH3:69])=[CH:63][CH:64]=2)[O:59][CH2:58]1, predict the reaction product. The product is: [F:17][C:2]1([F:1])[O:6][C:5]2[CH:7]=[CH:8][C:9]([C:11]3([C:14]([NH:67][CH:66]4[C:65]5[C:60](=[CH:61][C:62]([O:68][CH3:69])=[CH:63][CH:64]=5)[O:59][CH2:58][CH:57]4[CH2:56][C:55]4[CH:70]=[CH:71][C:72]([O:73][CH3:74])=[C:53]([O:52][CH3:51])[CH:54]=4)=[O:16])[CH2:12][CH2:13]3)=[CH:10][C:4]=2[O:3]1. (5) Given the reactants Br[C:2]1[C:10]2[C:5](=[N:6][C:7]([O:11][CH2:12][C:13]3[CH:18]=[CH:17][CH:16]=[CH:15][N:14]=3)=[CH:8][CH:9]=2)[N:4]([CH3:19])[CH:3]=1.[O:20]=[C:21]1[NH:26][CH2:25][CH2:24][N:23]([C:27]([O:29][C:30]([CH3:33])([CH3:32])[CH3:31])=[O:28])[CH2:22]1.P([O-])([O-])([O-])=O.[K+].[K+].[K+].CNCCNC, predict the reaction product. The product is: [CH3:19][N:4]1[C:5]2=[N:6][C:7]([O:11][CH2:12][C:13]3[CH:18]=[CH:17][CH:16]=[CH:15][N:14]=3)=[CH:8][CH:9]=[C:10]2[C:2]([N:26]2[CH2:25][CH2:24][N:23]([C:27]([O:29][C:30]([CH3:32])([CH3:31])[CH3:33])=[O:28])[CH2:22][C:21]2=[O:20])=[CH:3]1.